Task: Predict the product of the given reaction.. Dataset: Forward reaction prediction with 1.9M reactions from USPTO patents (1976-2016) (1) Given the reactants P([O-])(O)(O)=O.[K+].[OH-].[Na+].C[O:10][C:11](=[O:39])[CH2:12][CH2:13][CH2:14][CH2:15][CH2:16][CH2:17][C@H:18]1[C@H:22]([CH:23]=[CH:24][Sn:25]([CH2:34][CH2:35][CH2:36][CH3:37])([CH2:30][CH2:31][CH2:32][CH3:33])[CH2:26][CH2:27][CH2:28][CH3:29])[CH2:21][CH2:20][C:19]1=[O:38].Cl, predict the reaction product. The product is: [O:38]=[C:19]1[CH2:20][CH2:21][C@@H:22]([CH:23]=[CH:24][Sn:25]([CH2:26][CH2:27][CH2:28][CH3:29])([CH2:34][CH2:35][CH2:36][CH3:37])[CH2:30][CH2:31][CH2:32][CH3:33])[C@@H:18]1[CH2:17][CH2:16][CH2:15][CH2:14][CH2:13][CH2:12][C:11]([OH:39])=[O:10]. (2) Given the reactants I[C:2]1[CH:7]=[CH:6][CH:5]=[CH:4][CH:3]=1.[N-:8]=[N+:9]=[N-:10].[Na+].C(=O)([O-])[O-].[Na+].[Na+].O=C1O[C@H]([C@H](CO)O)C([O-])=C1O.[Na+].CNCCNC.C[Si]([C:41]#[C:42][C:43]1[CH:44]=[C:45]2[C:49](=[CH:50][CH:51]=1)[NH:48][C:47](=[O:52])[CH2:46]2)(C)C, predict the reaction product. The product is: [C:2]1([N:8]2[CH:41]=[C:42]([C:43]3[CH:44]=[C:45]4[C:49](=[CH:50][CH:51]=3)[NH:48][C:47](=[O:52])[CH2:46]4)[N:10]=[N:9]2)[CH:7]=[CH:6][CH:5]=[CH:4][CH:3]=1. (3) Given the reactants [NH2:1][C:2]1[C:11]2[C:6](=[CH:7][CH:8]=[CH:9][C:10]=2[O:12][CH2:13][C@@H:14]2[CH2:18][CH2:17][CH2:16][NH:15]2)[N:5]=[C:4]([CH3:19])[C:3]=1[C:20]([O:22][CH2:23][CH3:24])=[O:21].[CH:25]1([C:31](O)=[O:32])[CH2:30][CH2:29][CH2:28][CH2:27][CH2:26]1, predict the reaction product. The product is: [NH2:1][C:2]1[C:11]2[C:6](=[CH:7][CH:8]=[CH:9][C:10]=2[O:12][CH2:13][C@@H:14]2[CH2:18][CH2:17][CH2:16][N:15]2[C:31]([CH:25]2[CH2:30][CH2:29][CH2:28][CH2:27][CH2:26]2)=[O:32])[N:5]=[C:4]([CH3:19])[C:3]=1[C:20]([O:22][CH2:23][CH3:24])=[O:21]. (4) Given the reactants O[CH2:2][CH:3]([NH:11][C:12]1[NH:13][N:14]2[C:21]([CH:22]([CH3:24])[CH3:23])=[N:20][CH:19]=[C:15]2[C:16](=[O:18])[N:17]=1)[C:4]1[CH:9]=[CH:8][C:7]([CH3:10])=[CH:6][CH:5]=1.S(Cl)(C)(=O)=O, predict the reaction product. The product is: [CH:22]([C:21]1[N:14]2[C:15]([C:16](=[O:18])[N:17]3[CH2:2][CH:3]([C:4]4[CH:9]=[CH:8][C:7]([CH3:10])=[CH:6][CH:5]=4)[N:11]=[C:12]3[NH:13]2)=[CH:19][N:20]=1)([CH3:24])[CH3:23]. (5) Given the reactants [CH3:1][N:2]([CH3:40])[C:3]([C:5]1[CH:6]=[C:7]2[C:11](=[CH:12][CH:13]=1)[N:10](C1CCCCO1)[N:9]=[C:8]2[C:20]1[CH:25]=[CH:24][N:23]=[C:22]([N:26]2[CH2:31][CH2:30][CH:29]([NH:32]C(=O)OC(C)(C)C)[CH2:28][CH2:27]2)[N:21]=1)=[O:4].Cl, predict the reaction product. The product is: [NH2:32][CH:29]1[CH2:30][CH2:31][N:26]([C:22]2[N:21]=[C:20]([C:8]3[C:7]4[C:11](=[CH:12][CH:13]=[C:5]([C:3]([N:2]([CH3:40])[CH3:1])=[O:4])[CH:6]=4)[NH:10][N:9]=3)[CH:25]=[CH:24][N:23]=2)[CH2:27][CH2:28]1. (6) Given the reactants [OH:1][C:2]1[CH:3]=[CH:4][C:5]2[N:6]([CH:8]=[C:9]([NH:11][C:12]([CH:14]3[CH2:16][CH2:15]3)=[O:13])[N:10]=2)[CH:7]=1.F[C:18]1[CH:23]=[CH:22][C:21]([N+:24]([O-:26])=[O:25])=[C:20]([CH3:27])[CH:19]=1.C(=O)([O-])[O-].[Cs+].[Cs+].[Cl-].[NH4+], predict the reaction product. The product is: [CH3:27][C:20]1[CH:19]=[C:18]([CH:23]=[CH:22][C:21]=1[N+:24]([O-:26])=[O:25])[O:1][C:2]1[CH:3]=[CH:4][C:5]2[N:6]([CH:8]=[C:9]([NH:11][C:12]([CH:14]3[CH2:15][CH2:16]3)=[O:13])[N:10]=2)[CH:7]=1. (7) Given the reactants [F:1][C:2]1[CH:7]=[CH:6][C:5]([C:8]2[N:13]=[C:12]([CH2:14][O:15][CH2:16][CH2:17][C:18]3[CH:19]=[C:20]([NH2:24])[CH:21]=[CH:22][CH:23]=3)[CH:11]=[CH:10][CH:9]=2)=[CH:4][CH:3]=1.[F:25][C:26]([F:39])([F:38])[S:27](O[S:27]([C:26]([F:39])([F:38])[F:25])(=[O:29])=[O:28])(=[O:29])=[O:28], predict the reaction product. The product is: [F:25][C:26]([F:39])([F:38])[S:27]([NH:24][C:20]1[CH:21]=[CH:22][CH:23]=[C:18]([CH2:17][CH2:16][O:15][CH2:14][C:12]2[CH:11]=[CH:10][CH:9]=[C:8]([C:5]3[CH:6]=[CH:7][C:2]([F:1])=[CH:3][CH:4]=3)[N:13]=2)[CH:19]=1)(=[O:29])=[O:28].